From a dataset of NCI-60 drug combinations with 297,098 pairs across 59 cell lines. Regression. Given two drug SMILES strings and cell line genomic features, predict the synergy score measuring deviation from expected non-interaction effect. (1) Drug 1: CC1=C2C(C(=O)C3(C(CC4C(C3C(C(C2(C)C)(CC1OC(=O)C(C(C5=CC=CC=C5)NC(=O)OC(C)(C)C)O)O)OC(=O)C6=CC=CC=C6)(CO4)OC(=O)C)OC)C)OC. Drug 2: CC1CCC2CC(C(=CC=CC=CC(CC(C(=O)C(C(C(=CC(C(=O)CC(OC(=O)C3CCCCN3C(=O)C(=O)C1(O2)O)C(C)CC4CCC(C(C4)OC)O)C)C)O)OC)C)C)C)OC. Cell line: 786-0. Synergy scores: CSS=66.6, Synergy_ZIP=5.91, Synergy_Bliss=5.55, Synergy_Loewe=9.55, Synergy_HSA=12.8. (2) Drug 1: CC1=C(C(=CC=C1)Cl)NC(=O)C2=CN=C(S2)NC3=CC(=NC(=N3)C)N4CCN(CC4)CCO. Drug 2: CN(CC1=CN=C2C(=N1)C(=NC(=N2)N)N)C3=CC=C(C=C3)C(=O)NC(CCC(=O)O)C(=O)O. Cell line: NCI-H226. Synergy scores: CSS=33.0, Synergy_ZIP=1.89, Synergy_Bliss=0.211, Synergy_Loewe=-30.3, Synergy_HSA=-1.98. (3) Drug 1: COC1=C2C(=CC3=C1OC=C3)C=CC(=O)O2. Drug 2: CC1C(C(CC(O1)OC2CC(CC3=C2C(=C4C(=C3O)C(=O)C5=C(C4=O)C(=CC=C5)OC)O)(C(=O)CO)O)N)O.Cl. Cell line: CAKI-1. Synergy scores: CSS=31.6, Synergy_ZIP=-1.30, Synergy_Bliss=-1.52, Synergy_Loewe=-0.343, Synergy_HSA=0.640. (4) Drug 1: CC1C(C(CC(O1)OC2CC(OC(C2O)C)OC3=CC4=CC5=C(C(=O)C(C(C5)C(C(=O)C(C(C)O)O)OC)OC6CC(C(C(O6)C)O)OC7CC(C(C(O7)C)O)OC8CC(C(C(O8)C)O)(C)O)C(=C4C(=C3C)O)O)O)O. Drug 2: C1CN(P(=O)(OC1)NCCCl)CCCl. Cell line: HS 578T. Synergy scores: CSS=38.4, Synergy_ZIP=1.60, Synergy_Bliss=1.91, Synergy_Loewe=-63.2, Synergy_HSA=-2.11. (5) Drug 1: CC12CCC(CC1=CCC3C2CCC4(C3CC=C4C5=CN=CC=C5)C)O. Drug 2: CCC(=C(C1=CC=CC=C1)C2=CC=C(C=C2)OCCN(C)C)C3=CC=CC=C3.C(C(=O)O)C(CC(=O)O)(C(=O)O)O. Cell line: MDA-MB-435. Synergy scores: CSS=8.83, Synergy_ZIP=0.324, Synergy_Bliss=5.08, Synergy_Loewe=-0.479, Synergy_HSA=2.06. (6) Drug 1: CNC(=O)C1=NC=CC(=C1)OC2=CC=C(C=C2)NC(=O)NC3=CC(=C(C=C3)Cl)C(F)(F)F. Drug 2: CCC1=C2N=C(C=C(N2N=C1)NCC3=C[N+](=CC=C3)[O-])N4CCCCC4CCO. Cell line: OVCAR3. Synergy scores: CSS=63.2, Synergy_ZIP=5.49, Synergy_Bliss=4.95, Synergy_Loewe=-9.34, Synergy_HSA=0.732. (7) Drug 2: C1CCC(C(C1)N)N.C(=O)(C(=O)[O-])[O-].[Pt+4]. Drug 1: C1=CC=C(C=C1)NC(=O)CCCCCCC(=O)NO. Synergy scores: CSS=27.3, Synergy_ZIP=-5.92, Synergy_Bliss=-3.24, Synergy_Loewe=-3.68, Synergy_HSA=1.67. Cell line: HOP-92. (8) Drug 1: COC1=CC(=CC(=C1O)OC)C2C3C(COC3=O)C(C4=CC5=C(C=C24)OCO5)OC6C(C(C7C(O6)COC(O7)C8=CC=CS8)O)O. Drug 2: CC1C(C(CC(O1)OC2CC(OC(C2O)C)OC3=CC4=CC5=C(C(=O)C(C(C5)C(C(=O)C(C(C)O)O)OC)OC6CC(C(C(O6)C)O)OC7CC(C(C(O7)C)O)OC8CC(C(C(O8)C)O)(C)O)C(=C4C(=C3C)O)O)O)O. Cell line: SK-OV-3. Synergy scores: CSS=34.3, Synergy_ZIP=-1.74, Synergy_Bliss=0.546, Synergy_Loewe=-0.222, Synergy_HSA=0.770. (9) Drug 1: C1=CC(=CC=C1CCCC(=O)O)N(CCCl)CCCl. Drug 2: CC1CCC2CC(C(=CC=CC=CC(CC(C(=O)C(C(C(=CC(C(=O)CC(OC(=O)C3CCCCN3C(=O)C(=O)C1(O2)O)C(C)CC4CCC(C(C4)OC)OCCO)C)C)O)OC)C)C)C)OC. Cell line: SK-MEL-2. Synergy scores: CSS=-16.6, Synergy_ZIP=-3.74, Synergy_Bliss=-22.9, Synergy_Loewe=-28.4, Synergy_HSA=-26.1. (10) Drug 1: CC1=C2C(C(=O)C3(C(CC4C(C3C(C(C2(C)C)(CC1OC(=O)C(C(C5=CC=CC=C5)NC(=O)OC(C)(C)C)O)O)OC(=O)C6=CC=CC=C6)(CO4)OC(=O)C)OC)C)OC. Drug 2: C1=NC(=NC(=O)N1C2C(C(C(O2)CO)O)O)N. Cell line: NCI-H522. Synergy scores: CSS=60.0, Synergy_ZIP=16.8, Synergy_Bliss=16.5, Synergy_Loewe=-6.67, Synergy_HSA=17.4.